This data is from hERG potassium channel inhibition data for cardiac toxicity prediction from Karim et al.. The task is: Regression/Classification. Given a drug SMILES string, predict its toxicity properties. Task type varies by dataset: regression for continuous values (e.g., LD50, hERG inhibition percentage) or binary classification for toxic/non-toxic outcomes (e.g., AMES mutagenicity, cardiotoxicity, hepatotoxicity). Dataset: herg_karim. (1) The drug is Nc1nc(N2CCNCC2)c2ccc(C3CCCC3)cc2n1. The result is 1 (blocker). (2) The compound is CS(=O)(=O)c1ccc(-c2noc([C@@H](CC3CC3)[C@H](N)C(=O)N3CC[C@H](F)C3)n2)cc1.O=C(O)C(F)(F)F. The result is 0 (non-blocker). (3) The drug is c1cc(C2CCOCC2)ccc1OCCCN1CCCCC1. The result is 1 (blocker). (4) The molecule is COCC(=O)N1CCC(c2ccc(C(=O)NC(=N)N)cc2C(F)(F)F)CC1. The result is 0 (non-blocker).